From a dataset of Catalyst prediction with 721,799 reactions and 888 catalyst types from USPTO. Predict which catalyst facilitates the given reaction. Reactant: [C:1]([O:4][CH2:5][C:6]([CH3:46])([CH3:45])[CH2:7][N:8]1[C:14]2[CH:15]=[CH:16][C:17]([Cl:19])=[CH:18][C:13]=2[C@@H:12]([C:20]2[CH:25]=[CH:24][CH:23]=[C:22]([O:26][CH3:27])[C:21]=2[O:28][CH3:29])[O:11][C@H:10]([CH2:30][C:31]2[S:32][C:33]([C:36](=[O:43])[CH2:37][C:38]([O:40][CH2:41][CH3:42])=[O:39])=[CH:34][N:35]=2)[C:9]1=[O:44])(=[O:3])[CH3:2].[BH4-].[Na+].[Cl-].[NH4+]. Product: [C:1]([O:4][CH2:5][C:6]([CH3:45])([CH3:46])[CH2:7][N:8]1[C:14]2[CH:15]=[CH:16][C:17]([Cl:19])=[CH:18][C:13]=2[C@@H:12]([C:20]2[CH:25]=[CH:24][CH:23]=[C:22]([O:26][CH3:27])[C:21]=2[O:28][CH3:29])[O:11][C@H:10]([CH2:30][C:31]2[S:32][C:33]([CH:36]([OH:43])[CH2:37][C:38]([O:40][CH2:41][CH3:42])=[O:39])=[CH:34][N:35]=2)[C:9]1=[O:44])(=[O:3])[CH3:2]. The catalyst class is: 8.